Dataset: Ames mutagenicity test results for genotoxicity prediction. Task: Regression/Classification. Given a drug SMILES string, predict its toxicity properties. Task type varies by dataset: regression for continuous values (e.g., LD50, hERG inhibition percentage) or binary classification for toxic/non-toxic outcomes (e.g., AMES mutagenicity, cardiotoxicity, hepatotoxicity). Dataset: ames. (1) The molecule is OC1C=Cc2c(ccc3nc4ccc5ccccc5c4cc23)C1O. The result is 1 (mutagenic). (2) The compound is CC1NC(C(=O)O)Cc2c1[nH]c1ccccc21. The result is 0 (non-mutagenic). (3) The compound is COCCCN. The result is 0 (non-mutagenic). (4) The compound is COc1cc(N)cc(OC)c1N. The result is 0 (non-mutagenic).